This data is from Full USPTO retrosynthesis dataset with 1.9M reactions from patents (1976-2016). The task is: Predict the reactants needed to synthesize the given product. (1) Given the product [ClH:25].[ClH:25].[N:19]1([CH2:18][CH2:17][CH2:16][N:11]2[C:12](=[O:15])[CH2:13][CH2:14][NH:8][CH2:9][CH2:10]2)[CH2:20][CH2:21][CH2:22][CH2:23][CH2:24]1, predict the reactants needed to synthesize it. The reactants are: C(OC([N:8]1[CH2:14][CH2:13][C:12](=[O:15])[N:11]([CH2:16][CH2:17][CH2:18][N:19]2[CH2:24][CH2:23][CH2:22][CH2:21][CH2:20]2)[CH2:10][CH2:9]1)=O)(C)(C)C.[ClH:25].CO. (2) Given the product [Cl:17][C:18]1[N:19]=[CH:20][N:21]=[C:22]2[N:15]([CH:12]3[CH2:13][CH2:14][CH:9]([C:7]4[O:6][N:5]=[C:4]([CH:1]([CH3:3])[CH3:2])[N:8]=4)[CH2:10][CH2:11]3)[N:16]=[CH:24][C:23]=12, predict the reactants needed to synthesize it. The reactants are: [CH:1]([C:4]1[N:8]=[C:7]([CH:9]2[CH2:14][CH2:13][CH:12]([NH:15][NH2:16])[CH2:11][CH2:10]2)[O:6][N:5]=1)([CH3:3])[CH3:2].[Cl:17][C:18]1[C:23]([CH:24]=O)=[C:22](Cl)[N:21]=[CH:20][N:19]=1.C(=O)([O-])[O-].[Na+].[Na+]. (3) The reactants are: [C:1](Cl)(=[O:3])[CH3:2].C[O:6][C:7]1[CH:16]=[C:15]2[C:10]([CH2:11][CH2:12][C:13](=[O:17])[NH:14]2)=[CH:9][CH:8]=1.[Al+3].[Cl-].[Cl-].[Cl-]. Given the product [C:1]([C:8]1[CH:9]=[C:10]2[C:15](=[CH:16][C:7]=1[OH:6])[NH:14][C:13](=[O:17])[CH2:12][CH2:11]2)(=[O:3])[CH3:2], predict the reactants needed to synthesize it.